From a dataset of Catalyst prediction with 721,799 reactions and 888 catalyst types from USPTO. Predict which catalyst facilitates the given reaction. Reactant: [CH3:1][N:2]1[C:6]([CH3:7])=[CH:5][C:4]([NH:8][C:9]2[N:14]=[C:13]([NH:15][CH:16]3[CH2:21][CH2:20][N:19](C(OC(C)(C)C)=O)[CH2:18][CH:17]3[CH2:29][CH3:30])[CH:12]=[CH:11][N:10]=2)=[N:3]1.Cl.CCOC(C)=O. Product: [CH3:1][N:2]1[C:6]([CH3:7])=[CH:5][C:4]([NH:8][C:9]2[N:14]=[C:13]([NH:15][CH:16]3[CH2:21][CH2:20][NH:19][CH2:18][CH:17]3[CH2:29][CH3:30])[CH:12]=[CH:11][N:10]=2)=[N:3]1. The catalyst class is: 2.